The task is: Predict the product of the given reaction.. This data is from Forward reaction prediction with 1.9M reactions from USPTO patents (1976-2016). (1) The product is: [NH2:38][CH:39]([C@H:43]1[CH2:47][CH2:46][N:45]([C:48]2[C:49]([F:57])=[CH:50][C:51]([C:55]#[N:56])=[C:52]([C:9]3[C:17]4[C:12](=[N:13][CH:14]=[CH:15][CH:16]=4)[N:11]([C:18]([C:25]4[CH:30]=[CH:29][CH:28]=[CH:27][CH:26]=4)([C:19]4[CH:24]=[CH:23][CH:22]=[CH:21][CH:20]=4)[C:31]4[CH:36]=[CH:35][CH:34]=[CH:33][CH:32]=4)[N:10]=3)[N:53]=2)[CH2:44]1)[CH:40]([CH3:42])[CH3:41]. Given the reactants CC1(C)C(C)(C)OB([C:9]2[C:17]3[C:12](=[N:13][CH:14]=[CH:15][CH:16]=3)[N:11]([C:18]([C:31]3[CH:36]=[CH:35][CH:34]=[CH:33][CH:32]=3)([C:25]3[CH:30]=[CH:29][CH:28]=[CH:27][CH:26]=3)[C:19]3[CH:24]=[CH:23][CH:22]=[CH:21][CH:20]=3)[N:10]=2)O1.[NH2:38][CH:39]([C@H:43]1[CH2:47][CH2:46][N:45]([C:48]2[N:53]=[C:52](Cl)[C:51]([C:55]#[N:56])=[CH:50][C:49]=2[F:57])[CH2:44]1)[CH:40]([CH3:42])[CH3:41].[O-]P([O-])([O-])=O.[K+].[K+].[K+], predict the reaction product. (2) Given the reactants [CH2:1]1[C:7]2[CH:8]=[CH:9][C:10]([O:12][C:13]3[CH:21]=[CH:20][C:16]([C:17]([NH2:19])=[O:18])=[CH:15][N:14]=3)=[CH:11][C:6]=2[CH2:5][CH2:4][CH2:3][NH:2]1.C([O-])([O-])=O.[K+].[K+].Br[CH2:29][CH2:30][CH2:31][CH2:32][CH2:33][CH3:34].C(OCC)(=O)C, predict the reaction product. The product is: [CH2:29]([N:2]1[CH2:3][CH2:4][CH2:5][C:6]2[CH:11]=[C:10]([O:12][C:13]3[CH:21]=[CH:20][C:16]([C:17]([NH2:19])=[O:18])=[CH:15][N:14]=3)[CH:9]=[CH:8][C:7]=2[CH2:1]1)[CH2:30][CH2:31][CH2:32][CH2:33][CH3:34]. (3) Given the reactants [CH3:1][S:2][CH3:3].[C:4](OOC(=O)C1C=CC=CC=1)(=[O:11])C1C=CC=CC=1.[CH2:22]([NH:24][CH2:25][CH3:26])[CH3:23], predict the reaction product. The product is: [CH3:1][S:2][CH2:3][O:11][CH:4]1[CH2:26][CH2:25][NH:24][CH2:22][CH2:23]1.